From a dataset of Reaction yield outcomes from USPTO patents with 853,638 reactions. Predict the reaction yield, written as a fraction of the theoretical maximum amount of product (1.0 means a 100% yield; for example, 0.34 means a 34% yield). (1) The reactants are [Br:1][C:2]1[CH:3]=[C:4]([OH:9])[CH:5]=[C:6]([Br:8])[CH:7]=1.Br[CH2:11][CH2:12][CH2:13][CH2:14][N:15]1[C:19](=[O:20])[C:18]2=[CH:21][CH:22]=[CH:23][CH:24]=[C:17]2[C:16]1=[O:25].C([O-])([O-])=O.[K+].[K+].C1OCCOCCOCCOCCOCCOC1. The catalyst is O.CC(C)=O. The product is [C:16]1(=[O:25])[N:15]([CH2:14][CH2:13][CH2:12][CH2:11][O:9][C:4]2[CH:3]=[C:2]([Br:1])[CH:7]=[C:6]([Br:8])[CH:5]=2)[C:19](=[O:20])[C:18]2=[CH:21][CH:22]=[CH:23][CH:24]=[C:17]12. The yield is 0.870. (2) The reactants are [NH:1]1[CH2:6][CH2:5][CH:4]([N:7]2[CH:11]=[C:10]([NH:12][C:13]3[N:18]=[C:17]([CH2:19][CH2:20][C:21]4[CH:26]=[CH:25][CH:24]=[CH:23][C:22]=4[C:27]4([C:30]([NH2:32])=[O:31])[CH2:29][CH2:28]4)[C:16]([C:33]([F:36])([F:35])[F:34])=[CH:15][N:14]=3)[CH:9]=[N:8]2)[CH2:3][CH2:2]1.C=O.[C:39](O[BH-](OC(=O)C)OC(=O)C)(=O)C.[Na+]. The catalyst is CO. The product is [CH3:39][N:1]1[CH2:2][CH2:3][CH:4]([N:7]2[CH:11]=[C:10]([NH:12][C:13]3[N:18]=[C:17]([CH2:19][CH2:20][C:21]4[CH:26]=[CH:25][CH:24]=[CH:23][C:22]=4[C:27]4([C:30]([NH2:32])=[O:31])[CH2:28][CH2:29]4)[C:16]([C:33]([F:35])([F:34])[F:36])=[CH:15][N:14]=3)[CH:9]=[N:8]2)[CH2:5][CH2:6]1. The yield is 0.580. (3) The reactants are [OH:1][N:2]=[C:3](Cl)[C:4]1[C:8]([NH:9][CH2:10][CH2:11][O:12][CH3:13])=[N:7][O:6][N:5]=1.[F:15][C:16]([F:25])([F:24])[C:17]1[CH:18]=[C:19]([CH:21]=[CH:22][CH:23]=1)[NH2:20].C(=O)(O)[O-].[Na+].C(OCC)(=O)C. The catalyst is O.[Cl-].[Na+].O. The product is [OH:1][N:2]=[C:3]([C:4]1[C:8]([NH:9][CH2:10][CH2:11][O:12][CH3:13])=[N:7][O:6][N:5]=1)[NH:20][C:19]1[CH:21]=[CH:22][CH:23]=[C:17]([C:16]([F:15])([F:24])[F:25])[CH:18]=1. The yield is 0.800. (4) The reactants are C([O:3][C:4](=[O:14])[C:5]1[C:10]([CH3:11])=[CH:9][CH:8]=[CH:7][C:6]=1[O:12][CH3:13])C.[OH-].[Na+]. The catalyst is CCO. The product is [CH3:13][O:12][C:6]1[CH:7]=[CH:8][CH:9]=[C:10]([CH3:11])[C:5]=1[C:4]([OH:14])=[O:3]. The yield is 0.823. (5) The yield is 0.0933. The catalyst is CS(C)=O.CC#N. The reactants are F[C:2]1[CH:7]=[CH:6][C:5]([C:8]2[O:12][N:11]=[C:10]([C:13]3[CH:18]=[CH:17][C:16]([O:19][C@H:20]4[CH2:24][CH2:23][O:22][CH2:21]4)=[C:15]([C:25]([F:28])([F:27])[F:26])[CH:14]=3)[N:9]=2)=[CH:4][CH:3]=1.[NH2:29][C@H:30]1[CH2:34][CH2:33][C@@H:32]([C:35]([OH:37])=[O:36])[CH2:31]1.C(=O)([O-])[O-].[K+].[K+].CN(C=O)C. The product is [O:22]1[CH2:23][CH2:24][C@H:20]([O:19][C:16]2[CH:17]=[CH:18][C:13]([C:10]3[N:9]=[C:8]([C:5]4[CH:4]=[CH:3][C:2]([NH:29][C@H:30]5[CH2:34][CH2:33][C@@H:32]([C:35]([OH:37])=[O:36])[CH2:31]5)=[CH:7][CH:6]=4)[O:12][N:11]=3)=[CH:14][C:15]=2[C:25]([F:27])([F:26])[F:28])[CH2:21]1. (6) The reactants are C([O:8][C:9]1[C:14]([CH2:15][N:16]2[CH2:25][CH2:24][C:23]3[C:18](=[C:19]([Cl:35])[C:20]([O:27][C@@H:28]4[CH2:32][C@H:31]([CH2:33][OH:34])[O:30][CH2:29]4)=[CH:21][C:22]=3[Cl:26])[C:17]2=[O:36])=[C:13]([CH3:37])[CH:12]=[C:11]([CH3:38])[N:10]=1)C1C=CC=CC=1. The catalyst is FC(F)(F)C(O)=O. The product is [Cl:26][C:22]1[CH:21]=[C:20]([O:27][C@@H:28]2[CH2:32][C@H:31]([CH2:33][OH:34])[O:30][CH2:29]2)[C:19]([Cl:35])=[C:18]2[C:23]=1[CH2:24][CH2:25][N:16]([CH2:15][C:14]1[C:9](=[O:8])[NH:10][C:11]([CH3:38])=[CH:12][C:13]=1[CH3:37])[C:17]2=[O:36]. The yield is 0.400. (7) The reactants are [CH3:1][NH:2][CH2:3][CH2:4][CH:5]([O:12][C:13]1[CH:14]=[CH:15][C:16]([C:19]([F:22])([F:21])[F:20])=[CH:17][CH:18]=1)[C:6]1[CH:7]=[CH:8][CH:9]=[CH:10][CH:11]=1.[ClH:23].[C:24]([OH:32])(=[O:31])[C:25]1[CH:30]=[CH:29][CH:28]=[CH:27][CH:26]=1. The catalyst is C(#N)C. The product is [CH3:1][NH:2][CH2:3][CH2:4][CH:5]([O:12][C:13]1[CH:18]=[CH:17][C:16]([C:19]([F:20])([F:22])[F:21])=[CH:15][CH:14]=1)[C:6]1[CH:7]=[CH:8][CH:9]=[CH:10][CH:11]=1.[ClH:23].[C:24]([OH:32])(=[O:31])[C:25]1[CH:30]=[CH:29][CH:28]=[CH:27][CH:26]=1. The yield is 0.920.